From a dataset of Reaction yield outcomes from USPTO patents with 853,638 reactions. Predict the reaction yield, written as a fraction of the theoretical maximum amount of product (1.0 means a 100% yield; for example, 0.34 means a 34% yield). The reactants are [OH:1][CH:2]1[CH:8]2[CH2:9][CH:5]([CH2:6][N:7]2[C:10]([O:12][C:13]([CH3:16])([CH3:15])[CH3:14])=[O:11])[CH2:4][CH2:3]1.C([O-])(=O)C.[Na+].[Cr](Cl)([O-])(=O)=O.[NH+]1C=CC=CC=1. The catalyst is ClCCl.CCOCC. The product is [O:1]=[C:2]1[CH:8]2[CH2:9][CH:5]([CH2:6][N:7]2[C:10]([O:12][C:13]([CH3:16])([CH3:15])[CH3:14])=[O:11])[CH2:4][CH2:3]1. The yield is 0.960.